Dataset: Catalyst prediction with 721,799 reactions and 888 catalyst types from USPTO. Task: Predict which catalyst facilitates the given reaction. (1) Reactant: [C:1]([CH2:3][C:4]([OH:6])=[O:5])#[N:2].[C:7](O)([CH3:10])([CH3:9])[CH3:8].C1CCC(N=C=NC2CCCCC2)CC1. Product: [C:1]([CH2:3][C:4]([O:6][C:7]([CH3:10])([CH3:9])[CH3:8])=[O:5])#[N:2]. The catalyst class is: 881. (2) Reactant: [CH2:1]([C:3]([C:6]1[CH:7]=[CH:8][C:9](F)=[C:10]([CH:13]=1)[CH:11]=O)=[CH:4][CH3:5])[CH3:2].[CH2:15]([O:17][C:18](=[O:21])[CH2:19][SH:20])[CH3:16].C([O-])([O-])=O.[K+].[K+]. Product: [CH2:15]([O:17][C:18]([C:19]1[S:20][C:9]2[CH:8]=[CH:7][C:6]([C:3]([CH2:1][CH3:2])=[CH:4][CH3:5])=[CH:13][C:10]=2[CH:11]=1)=[O:21])[CH3:16]. The catalyst class is: 3.